From a dataset of Catalyst prediction with 721,799 reactions and 888 catalyst types from USPTO. Predict which catalyst facilitates the given reaction. (1) Reactant: [O:1]1[C:6]2[CH:7]=[CH:8][C:9]([CH2:11][CH2:12][OH:13])=[CH:10][C:5]=2[O:4][CH2:3][CH2:2]1.[S:14](Cl)([C:17]1[CH:23]=[CH:22][C:20]([CH3:21])=[CH:19][CH:18]=1)(=[O:16])=[O:15]. Product: [O:1]1[C:6]2[CH:7]=[CH:8][C:9]([CH2:11][CH2:12][O:13][S:14]([C:17]3[CH:23]=[CH:22][C:20]([CH3:21])=[CH:19][CH:18]=3)(=[O:16])=[O:15])=[CH:10][C:5]=2[O:4][CH2:3][CH2:2]1. The catalyst class is: 154. (2) Reactant: Cl.[Cl:2][C:3]1[S:18][C:6]2[C:7]3([CH2:17][CH2:16][NH:15][CH2:14][CH2:13]3)[O:8][CH2:9][C:10]([F:12])([F:11])[C:5]=2[CH:4]=1.[F:19][C:20]1[CH:25]=[CH:24][CH:23]=[CH:22][C:21]=1[N:26]1[CH:30]=[C:29]([CH:31]=O)[C:28]([C:33]([O:35][CH2:36][CH3:37])=[O:34])=[N:27]1.CN1CCOCC1.C(O[BH-](OC(=O)C)OC(=O)C)(=O)C.[Na+]. Product: [Cl:2][C:3]1[S:18][C:6]2[C:7]3([O:8][CH2:9][C:10]([F:12])([F:11])[C:5]=2[CH:4]=1)[CH2:13][CH2:14][N:15]([CH2:31][C:29]1[C:28]([C:33]([O:35][CH2:36][CH3:37])=[O:34])=[N:27][N:26]([C:21]2[CH:22]=[CH:23][CH:24]=[CH:25][C:20]=2[F:19])[CH:30]=1)[CH2:16][CH2:17]3. The catalyst class is: 26. (3) Reactant: [CH2:1]([C:3]1[CH:4]=[C:5]([C:10](=[O:12])[CH3:11])[CH:6]=[CH:7][C:8]=1[F:9])[CH3:2].[Br:13]Br. Product: [Br:13][CH2:11][C:10]([C:5]1[CH:6]=[CH:7][C:8]([F:9])=[C:3]([CH2:1][CH3:2])[CH:4]=1)=[O:12]. The catalyst class is: 12.